From a dataset of Forward reaction prediction with 1.9M reactions from USPTO patents (1976-2016). Predict the product of the given reaction. (1) Given the reactants [H-].[Al+3].[Li+].[H-].[H-].[H-].[CH3:7][C@H:8]([C@H:23]([CH3:27])[CH2:24][CH2:25][CH3:26])[C:9](N1[C@H](C2C=CC=CC=2)COC1=O)=[O:10].O, predict the reaction product. The product is: [CH3:7][C@H:8]([C@H:23]([CH3:27])[CH2:24][CH2:25][CH3:26])[CH2:9][OH:10]. (2) Given the reactants C([N:8]1[CH2:17][CH:16]([CH3:18])[C:15]2[N:14]=[C:13]([Cl:19])[CH:12]=[CH:11][C:10]=2[CH2:9]1)C1C=CC=CC=1.[CH3:20][CH:21]1[CH2:25][CH2:24][CH:23]([CH3:26])[NH:22]1, predict the reaction product. The product is: [ClH:19].[CH3:20][CH:21]1[CH2:25][CH2:24][CH:23]([CH3:26])[N:22]1[C:13]1[CH:12]=[CH:11][C:10]2[CH2:9][NH:8][CH2:17][CH:16]([CH3:18])[C:15]=2[N:14]=1. (3) Given the reactants C([N-]C(C)C)(C)C.[Li+].[F:9][C:10]1[CH:15]=[CH:14][CH:13]=[C:12]([F:16])[N:11]=1.[I:17]I, predict the reaction product. The product is: [F:9][C:10]1[C:15]([I:17])=[CH:14][CH:13]=[C:12]([F:16])[N:11]=1. (4) Given the reactants [CH2:1]([O:8][CH2:9][C@H:10]([NH:20][C:21](=[O:27])[O:22][C:23]([CH3:26])([CH3:25])[CH3:24])[C:11]1[N:15](CCC#N)[N:14]=[N:13][N:12]=1)[C:2]1[CH:7]=[CH:6][CH:5]=[CH:4][CH:3]=1.N12CCCN=C1CCCCC2.Cl, predict the reaction product. The product is: [CH2:1]([O:8][CH2:9][C@H:10]([NH:20][C:21](=[O:27])[O:22][C:23]([CH3:25])([CH3:24])[CH3:26])[C:11]1[N:12]=[N:13][NH:14][N:15]=1)[C:2]1[CH:3]=[CH:4][CH:5]=[CH:6][CH:7]=1. (5) Given the reactants Cl[C:2]1[C:3](=[O:14])[C:4]2[C:9]([C:10](=[O:13])[C:11]=1[Cl:12])=[CH:8][CH:7]=[CH:6][CH:5]=2.[CH:15]1[C:20]([NH2:21])=[CH:19][CH:18]=[C:17]([OH:22])[CH:16]=1, predict the reaction product. The product is: [Cl:12][C:11]1[C:10](=[O:13])[C:9]2[C:4]([C:3](=[O:14])[C:2]=1[NH:21][C:20]1[CH:15]=[CH:16][C:17]([OH:22])=[CH:18][CH:19]=1)=[CH:5][CH:6]=[CH:7][CH:8]=2.